From a dataset of Full USPTO retrosynthesis dataset with 1.9M reactions from patents (1976-2016). Predict the reactants needed to synthesize the given product. (1) Given the product [CH3:1][N:2]1[CH:6]=[C:5]([C:7]2[C:15]3[C:10](=[N:11][CH:12]=[C:13]([CH2:16][CH2:17][CH2:18][CH2:19][OH:20])[CH:14]=3)[NH:9][CH:8]=2)[CH:4]=[N:3]1, predict the reactants needed to synthesize it. The reactants are: [CH3:1][N:2]1[CH:6]=[C:5]([C:7]2[C:15]3[C:10](=[N:11][CH:12]=[C:13]([CH2:16][CH2:17][CH2:18][CH2:19][OH:20])[CH:14]=3)[N:9](S(C3C=CC=CC=3)(=O)=O)[CH:8]=2)[CH:4]=[N:3]1.[OH-].[Na+]. (2) Given the product [Cl:1][C:2]1[S:6][C:5]([C:7]2[O:23][C:14]([C:15]3[CH:16]=[CH:17][C:18]([F:21])=[CH:19][CH:20]=3)=[N:13][C:8]=2[C:9]([O:11][CH3:12])=[O:10])=[CH:4][CH:3]=1, predict the reactants needed to synthesize it. The reactants are: [Cl:1][C:2]1[S:6][C:5]([C:7](=[O:23])[CH:8]([NH:13][C:14](=O)[C:15]2[CH:20]=[CH:19][C:18]([F:21])=[CH:17][CH:16]=2)[C:9]([O:11][CH3:12])=[O:10])=[CH:4][CH:3]=1.P(Cl)(Cl)(Cl)=O.O. (3) Given the product [CH2:1]([O:8][C:9]1[CH:10]=[CH:11][C:12]([C:15]2[NH:19][C:18]3[CH:20]=[C:21]([CH:25]4[CH2:30][CH2:29][NH:28][CH2:27][CH2:26]4)[CH:22]=[C:23]([CH3:24])[C:17]=3[N:16]=2)=[CH:13][CH:14]=1)[C:2]1[CH:3]=[CH:4][CH:5]=[CH:6][CH:7]=1, predict the reactants needed to synthesize it. The reactants are: [CH2:1]([O:8][C:9]1[CH:14]=[CH:13][C:12]([C:15]2[NH:19][C:18]3[CH:20]=[C:21]([CH:25]4[CH2:30][CH2:29][N:28](C(OC(C)(C)C)=O)[CH2:27][CH2:26]4)[CH:22]=[C:23]([CH3:24])[C:17]=3[N:16]=2)=[CH:11][CH:10]=1)[C:2]1[CH:7]=[CH:6][CH:5]=[CH:4][CH:3]=1.C(O)(C(F)(F)F)=O. (4) Given the product [F:16][C:17]([F:34])([F:35])[C:18]1[CH:33]=[CH:32][C:21]([CH2:22][O:23][C:24]2[CH:29]=[CH:28][C:27]([CH2:30][O:14][C:11]3[CH:12]=[CH:13][C:6]4[C:5]([CH2:4][C:3]([OH:2])=[O:15])=[CH:9][S:8][C:7]=4[CH:10]=3)=[CH:26][CH:25]=2)=[CH:20][CH:19]=1, predict the reactants needed to synthesize it. The reactants are: C[O:2][C:3](=[O:15])[CH2:4][C:5]1[C:6]2[CH:13]=[CH:12][C:11]([OH:14])=[CH:10][C:7]=2[S:8][CH:9]=1.[F:16][C:17]([F:35])([F:34])[C:18]1[CH:33]=[CH:32][C:21]([CH2:22][O:23][C:24]2[CH:29]=[CH:28][C:27]([CH2:30]Cl)=[CH:26][CH:25]=2)=[CH:20][CH:19]=1.C(=O)([O-])[O-].[Cs+].[Cs+]. (5) Given the product [O:43]1[CH2:42][CH2:41][N:40]([C:35]2[CH:36]=[CH:37][CH:38]=[CH:39][C:34]=2[N:28]2[CH2:11][CH2:12][N:13]([CH2:16][CH2:17][CH:18]3[CH2:19][C:20]4([CH2:24][CH2:25][CH2:27][CH2:26]4)[C:21](=[O:23])[O:22]3)[CH2:14][CH2:15]2)[CH2:45][CH2:44]1, predict the reactants needed to synthesize it. The reactants are: N1C2C=CC=CC=2N=C1C1[CH2:15][CH2:14][N:13]([CH2:16][CH2:17][CH:18]2[O:22][C:21](=[O:23])[C:20]([CH2:26][CH3:27])([CH2:24][CH3:25])[CH2:19]2)[CH2:12][CH2:11]1.[N:28]1([C:34]2[CH:39]=[CH:38][CH:37]=[CH:36][C:35]=2[N:40]2[CH2:45][CH2:44][O:43][CH2:42][CH2:41]2)CCNCC1.N1(C2C=CC=CC=2C#N)CCNCC1.CC1C=CC(S(OCCC2CC3(CCCC3)C(=O)O2)(=O)=O)=CC=1.CC1C=CC(S(OCCC2CC(CC)(CC)C(=O)O2)(=O)=O)=CC=1.